Dataset: Forward reaction prediction with 1.9M reactions from USPTO patents (1976-2016). Task: Predict the product of the given reaction. (1) The product is: [C:1]([O:4][C:5]1[CH:15]=[CH:14][CH:13]=[CH:12][C:6]=1[C:7]([O:9][CH2:10][O:30][C:28](=[O:29])[C:27]1[CH:31]=[CH:32][CH:33]=[CH:34][C:26]=1[O:25][C:23](=[O:24])[CH2:22][CH2:21][CH:20]([O:19][N+:16]([O-:18])=[O:17])[CH2:35][O:36][N+:37]([O-:39])=[O:38])=[O:8])(=[O:3])[CH3:2]. Given the reactants [C:1]([O:4][C:5]1[CH:15]=[CH:14][CH:13]=[CH:12][C:6]=1[C:7]([O:9][CH2:10]Cl)=[O:8])(=[O:3])[CH3:2].[N+:16]([O:19][CH:20]([CH2:35][O:36][N+:37]([O-:39])=[O:38])[CH2:21][CH2:22][C:23]([O:25][C:26]1[CH:34]=[CH:33][CH:32]=[CH:31][C:27]=1[C:28]([OH:30])=[O:29])=[O:24])([O-:18])=[O:17].CCN(CC)CC, predict the reaction product. (2) Given the reactants [F:1][C:2]1([F:8])[CH2:7][CH2:6][NH:5][CH2:4][CH2:3]1.[F:9][C:10]([F:15])([F:14])[C@@H:11]1[CH2:13][O:12]1, predict the reaction product. The product is: [F:1][C:2]1([F:8])[CH2:7][CH2:6][N:5]([CH2:13][C@H:11]([OH:12])[C:10]([F:15])([F:14])[F:9])[CH2:4][CH2:3]1. (3) Given the reactants CC([O-])(C)C.[K+].[CH3:7][O:8][C:9](=[O:21])[C:10]1[CH:15]=[C:14]([Cl:16])[CH:13]=[C:12]([C:17]#[C:18][CH3:19])[C:11]=1[NH2:20].O.CCOC(C)=O, predict the reaction product. The product is: [CH3:7][O:8][C:9]([C:10]1[CH:15]=[C:14]([Cl:16])[CH:13]=[C:12]2[C:11]=1[NH:20][C:18]([CH3:19])=[CH:17]2)=[O:21]. (4) Given the reactants [CH3:1][S:2][C:3]1[S:7][N:6]=[C:5]([SH:8])[N:4]=1.[H-].[Na+].Cl[C:12]1[C:13]([C:18]#[N:19])=[N:14][CH:15]=[CH:16][N:17]=1, predict the reaction product. The product is: [CH3:1][S:2][C:3]1[S:7][N:6]=[C:5]([S:8][C:12]2[C:13]([C:18]#[N:19])=[N:14][CH:15]=[CH:16][N:17]=2)[N:4]=1. (5) Given the reactants [C:1]([NH:6][C:7]1[CH:15]=[C:14]([N+:16]([O-:18])=[O:17])[CH:13]=[CH:12][C:8]=1[C:9]([OH:11])=O)(=O)[CH:2]([CH3:4])[CH3:3].[Cl:19][C:20]1[CH:25]=[CH:24][C:23]([NH2:26])=[CH:22][CH:21]=1.P(Cl)(Cl)Cl, predict the reaction product. The product is: [Cl:19][C:20]1[CH:25]=[CH:24][C:23]([N:26]2[C:9](=[O:11])[C:8]3[C:7](=[CH:15][C:14]([N+:16]([O-:18])=[O:17])=[CH:13][CH:12]=3)[N:6]=[C:1]2[CH:2]([CH3:3])[CH3:4])=[CH:22][CH:21]=1. (6) Given the reactants Cl.[N:2]1([C:8]2[CH:13]=[CH:12][C:11]([NH:14][C:15]([C:17]3[N:18]=[C:19]([C:26]4[CH:31]=[CH:30][CH:29]=[CH:28][CH:27]=4)[O:20][C:21]=3[C:22]([F:25])([F:24])[F:23])=[O:16])=[CH:10][CH:9]=2)[CH2:7][CH2:6][NH:5][CH2:4][CH2:3]1.[NH:32]1[C:36]([CH2:37][C:38](O)=[O:39])=[N:35][N:34]=[N:33]1.C(N(CC)CC)C.F[P-](F)(F)(F)(F)F.N1(O[P+](N(C)C)(N(C)C)N(C)C)C2C=CC=CC=2N=N1, predict the reaction product. The product is: [NH:32]1[C:36]([CH2:37][C:38]([N:5]2[CH2:6][CH2:7][N:2]([C:8]3[CH:13]=[CH:12][C:11]([NH:14][C:15]([C:17]4[N:18]=[C:19]([C:26]5[CH:31]=[CH:30][CH:29]=[CH:28][CH:27]=5)[O:20][C:21]=4[C:22]([F:23])([F:25])[F:24])=[O:16])=[CH:10][CH:9]=3)[CH2:3][CH2:4]2)=[O:39])=[N:35][N:34]=[N:33]1.